This data is from Full USPTO retrosynthesis dataset with 1.9M reactions from patents (1976-2016). The task is: Predict the reactants needed to synthesize the given product. (1) Given the product [CH:34]1([CH2:37][N:38]2[CH2:43][CH2:42][N:41]([C:1](=[NH:2])[C:3]3[CH:4]=[C:5]([NH:9][C:10](=[O:33])[NH:11][C:12]4[CH:17]=[CH:16][C:15]([S:18]([NH:21][CH2:22][C:23]5[CH:28]=[CH:27][C:26]([S:29](=[O:31])(=[O:32])[NH2:30])=[CH:25][CH:24]=5)(=[O:20])=[O:19])=[CH:14][CH:13]=4)[CH:6]=[CH:7][CH:8]=3)[CH2:40][CH2:39]2)[CH2:36][CH2:35]1, predict the reactants needed to synthesize it. The reactants are: [C:1]([C:3]1[CH:4]=[C:5]([NH:9][C:10](=[O:33])[NH:11][C:12]2[CH:17]=[CH:16][C:15]([S:18]([NH:21][CH2:22][C:23]3[CH:28]=[CH:27][C:26]([S:29](=[O:32])(=[O:31])[NH2:30])=[CH:25][CH:24]=3)(=[O:20])=[O:19])=[CH:14][CH:13]=2)[CH:6]=[CH:7][CH:8]=1)#[N:2].[CH:34]1([CH2:37][N:38]2[CH2:43][CH2:42][NH:41][CH2:40][CH2:39]2)[CH2:36][CH2:35]1. (2) Given the product [S:12](=[N:15][CH:16]=[O:17])(=[O:14])=[O:13].[N+:18]([CH2:22][S:8]([C:5]1[CH:6]=[CH:7][C:2]([CH3:1])=[CH:3][CH:4]=1)(=[O:10])=[O:9])#[C-:19], predict the reactants needed to synthesize it. The reactants are: [CH3:1][C:2]1[CH:7]=[CH:6][C:5]([S:8]([O:10]C)=[O:9])=[CH:4][CH:3]=1.[S:12](=[N:15][CH:16]=[O:17])(=[O:14])=[O:13].[NH:18]([CH:22](C)C)[CH:19](C)C. (3) The reactants are: [C:1](Cl)(=O)C.[CH:5]1[C:10]([CH2:11][C@H:12]([NH2:16])[C:13]([OH:15])=[O:14])=[CH:9][C:8]([OH:17])=[C:7]([OH:18])[CH:6]=1. Given the product [CH3:1][O:14][C:13]([C@@H:12]([NH2:16])[CH2:11][C:10]1[CH:5]=[CH:6][C:7]([OH:18])=[C:8]([OH:17])[CH:9]=1)=[O:15], predict the reactants needed to synthesize it. (4) The reactants are: [F:1][C:2]([F:32])([F:31])[C:3]([C:9]1[N:14]=[CH:13][C:12]([N:15]2[CH2:20][CH2:19][N:18]([C:21]([O:23][C:24]([CH3:27])([CH3:26])[CH3:25])=[O:22])[CH2:17][CH2:16]2)=[C:11]([CH2:28][CH2:29][CH3:30])[CH:10]=1)([OH:8])[C:4]([F:7])([F:6])[F:5].[H-].[Na+].[CH2:35](Br)[C:36]1[CH:41]=[CH:40][CH:39]=[CH:38][CH:37]=1.O. Given the product [CH2:35]([O:8][C:3]([C:9]1[N:14]=[CH:13][C:12]([N:15]2[CH2:20][CH2:19][N:18]([C:21]([O:23][C:24]([CH3:25])([CH3:26])[CH3:27])=[O:22])[CH2:17][CH2:16]2)=[C:11]([CH2:28][CH2:29][CH3:30])[CH:10]=1)([C:4]([F:7])([F:6])[F:5])[C:2]([F:1])([F:31])[F:32])[C:36]1[CH:41]=[CH:40][CH:39]=[CH:38][CH:37]=1, predict the reactants needed to synthesize it. (5) Given the product [CH3:33][N:1]1[CH2:4][CH:3]([N:5]2[CH:9]=[C:8]([C:10]3[CH:11]=[N:12][C:13]4[C:18]([CH:19]=3)=[CH:17][C:16]([CH2:20][C:21]3[N:25]5[N:26]=[C:27]([CH3:30])[CH:28]=[CH:29][C:24]5=[N:23][N:22]=3)=[CH:15][CH:14]=4)[CH:7]=[N:6]2)[CH2:2]1, predict the reactants needed to synthesize it. The reactants are: [NH:1]1[CH2:4][CH:3]([N:5]2[CH:9]=[C:8]([C:10]3[CH:11]=[N:12][C:13]4[C:18]([CH:19]=3)=[CH:17][C:16]([CH2:20][C:21]3[N:25]5[N:26]=[C:27]([CH3:30])[CH:28]=[CH:29][C:24]5=[N:23][N:22]=3)=[CH:15][CH:14]=4)[CH:7]=[N:6]2)[CH2:2]1.C=O.[C:33](O[BH-](OC(=O)C)OC(=O)C)(=O)C.[Na+]. (6) Given the product [F:1][C:2]1[CH:28]=[CH:27][C:5]([NH:6][C:7]2[CH:19]=[C:18]([C:20]3[CH:25]=[CH:24][CH:23]=[C:22]([F:26])[CH:21]=3)[CH:17]=[CH:16][C:8]=2[C:9]([OH:11])=[O:10])=[CH:4][CH:3]=1, predict the reactants needed to synthesize it. The reactants are: [F:1][C:2]1[CH:28]=[CH:27][C:5]([NH:6][C:7]2[CH:19]=[C:18]([C:20]3[CH:25]=[CH:24][CH:23]=[C:22]([F:26])[CH:21]=3)[CH:17]=[CH:16][C:8]=2[C:9]([O:11]C(C)(C)C)=[O:10])=[CH:4][CH:3]=1. (7) Given the product [CH2:1]([O:4][C:5]1[CH:13]=[C:12]([O:14][CH2:15][CH:16]=[CH2:17])[C:11]([CH:18]([C:20]#[CH:21])[CH3:19])=[CH:10][C:6]=1[C:7]([NH:35][C:32]1[CH:31]=[CH:30][C:29]([CH2:28][N:22]2[CH2:23][CH2:24][O:25][CH2:26][CH2:27]2)=[CH:34][CH:33]=1)=[O:9])[CH:2]=[CH2:3], predict the reactants needed to synthesize it. The reactants are: [CH2:1]([O:4][C:5]1[CH:13]=[C:12]([O:14][CH2:15][CH:16]=[CH2:17])[C:11]([CH:18]([C:20]#[CH:21])[CH3:19])=[CH:10][C:6]=1[C:7]([OH:9])=O)[CH:2]=[CH2:3].[N:22]1([CH2:28][C:29]2[CH:34]=[CH:33][C:32]([NH2:35])=[CH:31][CH:30]=2)[CH2:27][CH2:26][O:25][CH2:24][CH2:23]1.O.ON1C2C=CC=CC=2N=N1.Cl.C(N=C=NCCCN(C)C)C.